Predict the product of the given reaction. From a dataset of Forward reaction prediction with 1.9M reactions from USPTO patents (1976-2016). (1) Given the reactants BrCCBr.Cl[Si](C)(C)C.C[C:11]([O:14][C:15](N[C@@H](CI)CC[C:15]([O:14][C:11](C)(C)C)=[O:16])=[O:16])(C)C.[C:30]1([CH3:51])C=CC=C[C:31]=1P(C1C=CC=CC=1C)C1C=CC=CC=1C.I[C:53]1[CH:58]=[CH:57][C:56]([C:59]2[N:60]=C3C(C)=CC=CN3C=2)=[CH:55][CH:54]=1.CN(C=[O:73])C, predict the reaction product. The product is: [C:59]([C:56]1[CH:57]=[C:58]([CH:53]=[CH:54][C:55]=1[O:73][CH:30]([CH3:51])[CH3:31])[C:15]([O:14][CH3:11])=[O:16])#[N:60]. (2) Given the reactants [C:1]([O:5][C:6]([N:8]1[CH2:11][CH:10]([OH:12])[CH2:9]1)=[O:7])([CH3:4])([CH3:3])[CH3:2].[H-].[Na+].[CH2:15]([O:22][C:23]1[C:28](F)=[CH:27][C:26]([Cl:30])=[CH:25][N:24]=1)[C:16]1[CH:21]=[CH:20][CH:19]=[CH:18][CH:17]=1.O, predict the reaction product. The product is: [C:1]([O:5][C:6]([N:8]1[CH2:11][CH:10]([O:12][C:28]2[C:23]([O:22][CH2:15][C:16]3[CH:17]=[CH:18][CH:19]=[CH:20][CH:21]=3)=[N:24][CH:25]=[C:26]([Cl:30])[CH:27]=2)[CH2:9]1)=[O:7])([CH3:4])([CH3:2])[CH3:3]. (3) Given the reactants CC(O[C:6]([N:8]1[CH2:13][CH2:12][NH:11][CH2:10][C@H:9]1[C:14](O)=[O:15])=O)(C)C.[H-].[Al+3].[Li+].[H-].[H-].[H-].N.[O-][Mn](=O)(=O)=O.[K+], predict the reaction product. The product is: [CH3:6][N:8]1[CH2:13][CH2:12][NH:11][CH2:10][C@H:9]1[CH2:14][OH:15]. (4) The product is: [CH:32]1([O:38][C:36](=[O:37])[NH:22][CH2:21][C:17]2[CH:18]=[CH:19][CH:20]=[C:15]([C:12]3[CH:13]=[C:14]4[C:9](=[CH:10][CH:11]=3)[N:8]=[CH:7][N:6]=[C:5]4[NH:4][CH:1]3[CH2:3][CH2:2]3)[CH:16]=2)[CH2:34][CH2:33]1. Given the reactants [CH:1]1([NH:4][C:5]2[C:14]3[C:9](=[CH:10][CH:11]=[C:12]([C:15]4[CH:20]=[CH:19][CH:18]=[C:17]([CH2:21][NH:22]C5CC5)[CH:16]=4)[CH:13]=3)[N:8]=[CH:7][N:6]=2)[CH2:3][CH2:2]1.CCN([CH:32]([CH3:34])[CH3:33])C(C)C.Cl[C:36]([O:38]CC)=[O:37], predict the reaction product. (5) Given the reactants [F:1][C:2]1[CH:10]=[C:9]2[C:5]([C:6]([C:18]3[CH:19]=[CH:20][C:21]4[S:25](=[O:27])(=[O:26])[NH:24][CH:23]([CH3:28])[C:22]=4[CH:29]=3)=[CH:7][N:8]2[C:11]([O:13][C:14]([CH3:17])([CH3:16])[CH3:15])=[O:12])=[CH:4][CH:3]=1.Cl.Cl[CH2:32][C:33]1[CH:38]=[CH:37][CH:36]=[CH:35][N:34]=1.CC(C)([O-])C.[K+], predict the reaction product. The product is: [F:1][C:2]1[CH:10]=[C:9]2[C:5]([C:6]([C:18]3[CH:19]=[CH:20][C:21]4[S:25](=[O:26])(=[O:27])[N:24]([CH2:32][C:33]5[CH:38]=[CH:37][CH:36]=[CH:35][N:34]=5)[CH:23]([CH3:28])[C:22]=4[CH:29]=3)=[CH:7][N:8]2[C:11]([O:13][C:14]([CH3:17])([CH3:16])[CH3:15])=[O:12])=[CH:4][CH:3]=1. (6) Given the reactants [NH2:1][C@:2]12[CH2:37][CH2:36][C@@H:35]([C:38]([CH3:40])=[CH2:39])[C@@H:3]1[C@@H:4]1[C@@:17]([CH3:20])([CH2:18][CH2:19]2)[C@@:16]2([CH3:21])[C@@H:7]([C@:8]3([CH3:34])[C@@H:13]([CH2:14][CH2:15]2)[C:12]([CH3:23])([CH3:22])[C:11]([C:24]2[CH:33]=[CH:32][C:27]([C:28]([O:30]C)=[O:29])=[CH:26][CH:25]=2)=[CH:10][CH2:9]3)[CH2:6][CH2:5]1.CN(C)CCC(N[C@]12CC[C@@H](C(C)=C)[C@@H]1[C@@H]1[C@@](C)(CC2)[C@@]2(C)[C@@H]([C@]3(C)[C@@H](CC2)C(C)(C)C(C2C=CC(C(O)=O)=CC=2)=CC3)CC1)=O.[CH3:87][C@H:88]1[O:93][C@@H:92]([CH3:94])[CH2:91][N:90]([CH2:95][C:96]([OH:98])=O)[CH2:89]1, predict the reaction product. The product is: [CH3:94][C@H:92]1[CH2:91][N:90]([CH2:95][C:96]([NH:1][C@:2]23[CH2:37][CH2:36][C@@H:35]([C:38]([CH3:40])=[CH2:39])[C@@H:3]2[C@@H:4]2[C@@:17]([CH3:20])([CH2:18][CH2:19]3)[C@@:16]3([CH3:21])[C@@H:7]([C@:8]4([CH3:34])[C@@H:13]([CH2:14][CH2:15]3)[C:12]([CH3:23])([CH3:22])[C:11]([C:24]3[CH:25]=[CH:26][C:27]([C:28]([OH:30])=[O:29])=[CH:32][CH:33]=3)=[CH:10][CH2:9]4)[CH2:6][CH2:5]2)=[O:98])[CH2:89][C@@H:88]([CH3:87])[O:93]1.